Dataset: Full USPTO retrosynthesis dataset with 1.9M reactions from patents (1976-2016). Task: Predict the reactants needed to synthesize the given product. (1) Given the product [CH3:1][O:2][C:3]1[CH:8]=[CH:7][C:6]([NH:9][C:10]2[S:11][CH:12]=[C:13]([CH2:15][OH:16])[N:14]=2)=[CH:5][C:4]=1[O:20][CH2:21][CH:22]=[C:23]([CH3:25])[CH3:24], predict the reactants needed to synthesize it. The reactants are: [CH3:1][O:2][C:3]1[CH:8]=[CH:7][C:6]([NH:9][C:10]2[S:11][CH:12]=[C:13]([C:15](OCC)=[O:16])[N:14]=2)=[CH:5][C:4]=1[O:20][CH2:21][CH:22]=[C:23]([CH3:25])[CH3:24].[H-].[H-].[H-].[H-].[Li+].[Al+3]. (2) Given the product [CH:9]([O:23][C:4]1[N:13]=[C:12]([C:14]2[CH:19]=[CH:18][C:17]([CH:20]([CH3:22])[CH3:21])=[CH:16][CH:15]=2)[C:11]2[C:6](=[CH:7][C:8]([O:25][CH3:26])=[C:9]([O:23][CH3:24])[CH:10]=2)[N:5]=1)([CH3:10])[CH3:8], predict the reactants needed to synthesize it. The reactants are: [H-].[Na+].Cl[C:4]1[N:13]=[C:12]([C:14]2[CH:19]=[CH:18][C:17]([CH:20]([CH3:22])[CH3:21])=[CH:16][CH:15]=2)[C:11]2[C:6](=[CH:7][C:8]([O:25][CH3:26])=[C:9]([O:23][CH3:24])[CH:10]=2)[N:5]=1.